This data is from Forward reaction prediction with 1.9M reactions from USPTO patents (1976-2016). The task is: Predict the product of the given reaction. (1) Given the reactants C[O:2][C:3]1[CH:12]=[C:11]2[C:6]([CH:7]([C:13]3[CH:18]=[CH:17][C:16]([O:19]C)=[CH:15][CH:14]=3)[CH2:8][NH:9][CH2:10]2)=[CH:5][CH:4]=1.C(N(CC)CC)C.[CH:28]1([C:34](Cl)=[O:35])[CH2:33][CH2:32][CH2:31][CH2:30][CH2:29]1.B(Br)(Br)Br, predict the reaction product. The product is: [CH:28]1([C:34]([N:9]2[CH2:8][CH:7]([C:13]3[CH:18]=[CH:17][C:16]([OH:19])=[CH:15][CH:14]=3)[C:6]3[C:11](=[CH:12][C:3]([OH:2])=[CH:4][CH:5]=3)[CH2:10]2)=[O:35])[CH2:33][CH2:32][CH2:31][CH2:30][CH2:29]1. (2) Given the reactants [Cl:1][C:2]1[CH:7]=[CH:6][C:5]([NH:8][C:9]2[N:14]=[C:13]([C:15]3[C:16]([C:24]4[CH:25]=[C:26]([NH:30]C(=O)C(F)(F)F)[CH:27]=[CH:28][CH:29]=4)=[N:17][N:18]4[CH:23]=[CH:22][CH:21]=[CH:20][C:19]=34)[CH:12]=[CH:11][N:10]=2)=[CH:4][C:3]=1[O:37][CH2:38][CH2:39]Cl.[NH:41]1[CH2:45][CH2:44][CH2:43][CH2:42]1, predict the reaction product. The product is: [NH2:30][C:26]1[CH:25]=[C:24]([C:16]2[C:15]([C:13]3[CH:12]=[CH:11][N:10]=[C:9]([NH:8][C:5]4[CH:6]=[CH:7][C:2]([Cl:1])=[C:3]([O:37][CH2:38][CH2:39][N:41]5[CH2:45][CH2:44][CH2:43][CH2:42]5)[CH:4]=4)[N:14]=3)=[C:19]3[CH:20]=[CH:21][CH:22]=[CH:23][N:18]3[N:17]=2)[CH:29]=[CH:28][CH:27]=1. (3) The product is: [Cl:9][C:4]1[CH:3]=[C:2]([C:18]2[C:19]3[CH:26]=[C:25]([CH2:27][OH:28])[CH:24]=[CH:23][C:20]=3[S:21][CH:22]=2)[C:7]([CH3:8])=[CH:6][N:5]=1. Given the reactants Br[C:2]1[C:7]([CH3:8])=[CH:6][N:5]=[C:4]([Cl:9])[CH:3]=1.CC1(C)C(C)(C)OB([C:18]2[C:19]3[CH:26]=[C:25]([CH2:27][OH:28])[CH:24]=[CH:23][C:20]=3[S:21][CH:22]=2)O1.C([O-])([O-])=O.[Cs+].[Cs+], predict the reaction product. (4) Given the reactants [CH3:1][C:2]([O:5][C:6]([N:8]1[CH2:14][CH2:13][C:12]2[CH:15]=[CH:16][C:17](B(O)O)=[CH:18][C:11]=2[CH2:10][CH2:9]1)=[O:7])([CH3:4])[CH3:3].[Br:22][C:23]1[CH:28]=[CH:27][C:26]([CH2:29]Br)=[CH:25][N:24]=1, predict the reaction product. The product is: [Br:22][C:23]1[N:24]=[CH:25][C:26]([CH2:29][C:17]2[CH:16]=[CH:15][C:12]3[CH2:13][CH2:14][N:8]([C:6]([O:5][C:2]([CH3:4])([CH3:3])[CH3:1])=[O:7])[CH2:9][CH2:10][C:11]=3[CH:18]=2)=[CH:27][CH:28]=1. (5) Given the reactants [CH2:1]1[C:9]2[C:4](=[CH:5][CH:6]=[CH:7][CH:8]=2)[CH2:3][C:2]1=O.[O:11]1[C:16]2[CH:17]=[CH:18][C:19]([NH2:21])=[CH:20][C:15]=2[O:14][CH2:13][CH2:12]1.[BH-](OC(C)=O)(OC(C)=O)OC(C)=O.[Na+].CC(O)=O, predict the reaction product. The product is: [O:11]1[C:16]2[CH:17]=[CH:18][C:19]([NH:21][CH:2]3[CH2:3][C:4]4[C:9](=[CH:8][CH:7]=[CH:6][CH:5]=4)[CH2:1]3)=[CH:20][C:15]=2[O:14][CH2:13][CH2:12]1.